From a dataset of Reaction yield outcomes from USPTO patents with 853,638 reactions. Predict the reaction yield, written as a fraction of the theoretical maximum amount of product (1.0 means a 100% yield; for example, 0.34 means a 34% yield). (1) The reactants are Br[C:2]1[CH:7]=[CH:6][CH:5]=[C:4]([N+:8]([O-:10])=[O:9])[CH:3]=1.[CH2:11]([NH:13][C:14]1[CH:19]=[CH:18][CH:17]=[CH:16][CH:15]=1)[CH3:12].[O-]CCCC.[Na+].CC1(C)C2C(=C(P(C3C=CC=CC=3)C3C=CC=CC=3)C=CC=2)OC2C(P(C3C=CC=CC=3)C3C=CC=CC=3)=CC=CC1=2. The catalyst is C1(C)C=CC=CC=1.[Pd].[Pd].C(=CC(C=CC1C=CC=CC=1)=O)C1C=CC=CC=1.C(=CC(C=CC1C=CC=CC=1)=O)C1C=CC=CC=1.C(=CC(C=CC1C=CC=CC=1)=O)C1C=CC=CC=1. The product is [CH2:11]([N:13]([C:14]1[CH:19]=[CH:18][CH:17]=[CH:16][CH:15]=1)[C:2]1[CH:7]=[CH:6][CH:5]=[C:4]([N+:8]([O-:10])=[O:9])[CH:3]=1)[CH3:12]. The yield is 0.670. (2) The reactants are [CH3:1][C:2]1[CH:7]=[CH:6][C:5]([C:8](=[O:10])[CH3:9])=[CH:4][CH:3]=1.CO[C:13]([N:17]([CH3:19])[CH3:18])(OC)[CH3:14]. No catalyst specified. The product is [CH3:18][N:17]([CH3:19])/[C:13](/[CH3:14])=[CH:9]/[C:8]([C:5]1[CH:6]=[CH:7][C:2]([CH3:1])=[CH:3][CH:4]=1)=[O:10]. The yield is 0.600. (3) The reactants are [Br:1][C:2]1[CH:3]=[CH:4][C:5]([O:10][C:11]2[CH:16]=[CH:15][C:14]([Cl:17])=[C:13]([Cl:18])[CH:12]=2)=[C:6]([CH:9]=1)[CH:7]=O.[CH3:19][NH2:20].[BH4-].[Na+]. The yield is 0.970. The catalyst is CO. The product is [Br:1][C:2]1[CH:3]=[CH:4][C:5]([O:10][C:11]2[CH:16]=[CH:15][C:14]([Cl:17])=[C:13]([Cl:18])[CH:12]=2)=[C:6]([CH:9]=1)[CH2:7][NH:20][CH3:19]. (4) The reactants are [F:1][C:2]1[CH:3]=[C:4]([CH:8]([OH:25])[CH2:9][O:10][C:11]2[CH:24]=[CH:23][C:14]([CH2:15][CH:16]3[S:20][C:19](=[O:21])[NH:18][C:17]3=[O:22])=[CH:13][CH:12]=2)[CH:5]=[CH:6][CH:7]=1.CS(C)=O.O=P12OP3(OP(OP(O3)(O1)=O)(=O)O2)=O.C(N(CC)CC)C. The catalyst is C(Cl)Cl. The product is [F:1][C:2]1[CH:3]=[C:4]([C:8](=[O:25])[CH2:9][O:10][C:11]2[CH:24]=[CH:23][C:14]([CH2:15][CH:16]3[S:20][C:19](=[O:21])[NH:18][C:17]3=[O:22])=[CH:13][CH:12]=2)[CH:5]=[CH:6][CH:7]=1. The yield is 0.400. (5) The reactants are C(O[C:6](=O)[N:7](C)[C@@H:8]1[CH2:12][CH2:11][C@H:10]([NH:13][C:14](=[O:17])[CH2:15][CH3:16])[CH2:9]1)(C)(C)C.[F:20][C:21]([F:26])([F:25])[C:22]([OH:24])=[O:23]. The catalyst is ClCCl. The product is [F:20][C:21]([F:26])([F:25])[C:22]([OH:24])=[O:23].[CH3:6][NH:7][C@@H:8]1[CH2:12][CH2:11][C@H:10]([NH:13][C:14](=[O:17])[CH2:15][CH3:16])[CH2:9]1. The yield is 1.00. (6) The product is [CH3:24][C:22]1[N:23]=[C:18]2[CH:17]=[CH:16][C:15]([S:8][CH2:7][C:6]3[N:2]([CH3:1])[N:3]=[C:4]([N:9]4[CH2:13][CH2:12][CH2:11][CH2:10]4)[N:5]=3)=[N:20][N:19]2[C:21]=1[CH3:25]. The reactants are [CH3:1][N:2]1[C:6]([CH2:7][SH:8])=[N:5][C:4]([N:9]2[CH2:13][CH2:12][CH2:11][CH2:10]2)=[N:3]1.Cl[C:15]1[CH:16]=[CH:17][C:18]2[N:19]([C:21]([CH3:25])=[C:22]([CH3:24])[N:23]=2)[N:20]=1.[H-].[Na+].O. The catalyst is CN(C=O)C. The yield is 0.310.